From a dataset of Peptide-MHC class I binding affinity with 185,985 pairs from IEDB/IMGT. Regression. Given a peptide amino acid sequence and an MHC pseudo amino acid sequence, predict their binding affinity value. This is MHC class I binding data. (1) The peptide sequence is RVYLNGIGK. The MHC is HLA-B46:01 with pseudo-sequence HLA-B46:01. The binding affinity (normalized) is 0.0847. (2) The peptide sequence is TTGIGYQPYR. The MHC is HLA-A68:01 with pseudo-sequence HLA-A68:01. The binding affinity (normalized) is 0.792. (3) The peptide sequence is IVTRIVELL. The MHC is HLA-B15:01 with pseudo-sequence HLA-B15:01. The binding affinity (normalized) is 0.285. (4) The peptide sequence is DVDTSASEIK. The MHC is HLA-A33:01 with pseudo-sequence HLA-A33:01. The binding affinity (normalized) is 0.0906. (5) The MHC is Patr-B0101 with pseudo-sequence Patr-B0101. The peptide sequence is ETPHLMGWDY. The binding affinity (normalized) is 0.0117. (6) The peptide sequence is MLAEQFKQK. The MHC is Patr-A0101 with pseudo-sequence Patr-A0101. The binding affinity (normalized) is 0.0498. (7) The peptide sequence is ARLSSPIVL. The MHC is HLA-B18:01 with pseudo-sequence HLA-B18:01. The binding affinity (normalized) is 0.0847.